Dataset: Reaction yield outcomes from USPTO patents with 853,638 reactions. Task: Predict the reaction yield, written as a fraction of the theoretical maximum amount of product (1.0 means a 100% yield; for example, 0.34 means a 34% yield). (1) The reactants are [C:1]([NH:5][C:6]([NH:8][CH2:9][C:10]([CH3:32])([CH3:31])[CH:11]([C:15]1[CH:16]=[C:17]2[C:21](=[CH:22][CH:23]=1)[N:20]([C:24]1[CH:29]=[CH:28][C:27]([F:30])=[CH:26][CH:25]=1)[N:19]=[CH:18]2)[CH2:12][CH:13]=[CH2:14])=[O:7])([CH3:4])([CH3:3])[CH3:2].[CH2:33]([Zn]CC)C.[NH4+].[Cl-]. The catalyst is ClCCCl. The product is [C:1]([NH:5][C:6]([NH:8][CH2:9][C:10]([CH3:32])([CH3:31])[CH:11]([C:15]1[CH:16]=[C:17]2[C:21](=[CH:22][CH:23]=1)[N:20]([C:24]1[CH:29]=[CH:28][C:27]([F:30])=[CH:26][CH:25]=1)[N:19]=[CH:18]2)[CH2:12][CH:13]1[CH2:33][CH2:14]1)=[O:7])([CH3:2])([CH3:3])[CH3:4]. The yield is 0.500. (2) The reactants are [CH2:1]([O:3][C:4]([N:6]1[CH2:11][CH:10]=[C:9]([C:12]2[C:13]3[N:14]([N:18]=[C:19]([NH:21][C:22]4[CH:30]=[CH:29][C:25]([C:26](O)=[O:27])=[CH:24][CH:23]=4)[N:20]=3)[CH:15]=[CH:16][CH:17]=2)[CH2:8][CH2:7]1)=[O:5])[CH3:2].Cl.[NH:32]1[CH2:35][CH:34](CNC(=O)OC(C)(C)C)[CH2:33]1.[CH3:45][N:46](C(ON1N=NC2C=CC=NC1=2)=[N+](C)C)C.F[P-](F)(F)(F)(F)F.C(N(CC)C(C)C)(C)C.FC(F)(F)C(O)=O. The catalyst is CN(C=O)C.ClCCl. The product is [CH3:45][NH:46][CH:34]1[CH2:33][N:32]([C:26]([C:25]2[CH:24]=[CH:23][C:22]([NH:21][C:19]3[N:20]=[C:13]4[C:12]([C:9]5[CH2:8][CH2:7][N:6]([C:4]([O:3][CH2:1][CH3:2])=[O:5])[CH2:11][CH:10]=5)=[CH:17][CH:16]=[CH:15][N:14]4[N:18]=3)=[CH:30][CH:29]=2)=[O:27])[CH2:35]1. The yield is 0.160. (3) The reactants are [C:1]1([OH:7])[CH:6]=[CH:5][CH:4]=[CH:3][CH:2]=1.[H-].[Na+].Cl.[Br:11][C:12]1[CH:13]=[CH:14][C:15]([CH2:18]Cl)=[N:16][CH:17]=1.C(N(CC)CC)C. The catalyst is C(OCC)(=O)C.O.CN(C)C=O. The product is [Br:11][C:12]1[CH:13]=[CH:14][C:15]([CH2:18][O:7][C:1]2[CH:6]=[CH:5][CH:4]=[CH:3][CH:2]=2)=[N:16][CH:17]=1. The yield is 0.817.